This data is from Forward reaction prediction with 1.9M reactions from USPTO patents (1976-2016). The task is: Predict the product of the given reaction. Given the reactants [Br:1][C:2]1[CH:7]=[CH:6][C:5]([C@H:8]2[CH2:10][C@@H:9]2[C:11]([N:13]([CH3:15])[CH3:14])=O)=[CH:4][CH:3]=1.C1COCC1, predict the reaction product. The product is: [Br:1][C:2]1[CH:3]=[CH:4][C:5]([C@H:8]2[CH2:10][C@@H:9]2[CH2:11][N:13]([CH3:15])[CH3:14])=[CH:6][CH:7]=1.